Dataset: Catalyst prediction with 721,799 reactions and 888 catalyst types from USPTO. Task: Predict which catalyst facilitates the given reaction. (1) The catalyst class is: 536. Product: [CH:16]1[CH:15]=[C:14]([O:8][C:5]2[CH:6]=[CH:7][C:2]([F:1])=[CH:3][CH:4]=2)[C:13]([F:18])=[CH:12][CH:17]=1. Reactant: [F:1][C:2]1[CH:7]=[CH:6][C:5]([OH:8])=[CH:4][CH:3]=1.[OH-].[K+].Br[C:12]1[CH:17]=[CH:16][CH:15]=[CH:14][C:13]=1[F:18]. (2) Reactant: [CH2:1]([CH:3]([C:14](=O)[CH3:15])[C:4]([NH:6][CH2:7][CH2:8][C:9]1[S:10][CH:11]=[CH:12][CH:13]=1)=[O:5])[CH3:2].[NH3:17].[Al+3].[Cl-].[Cl-].[Cl-]. Product: [NH2:17]/[C:14](/[CH3:15])=[C:3](/[CH2:1][CH3:2])\[C:4]([NH:6][CH2:7][CH2:8][C:9]1[S:10][CH:11]=[CH:12][CH:13]=1)=[O:5]. The catalyst class is: 385. (3) Reactant: Cl[CH:2](Cl)[C:3]1[CH:7]=[CH:6][S:5][C:4]=1[N+:8]([O-:10])=[O:9].[OH-:12].[Na+]. Product: [N+:8]([C:4]1[S:5][CH:6]=[CH:7][C:3]=1[CH:2]=[O:12])([O-:10])=[O:9]. The catalyst class is: 106. (4) Product: [F:1][C:2]1[CH:3]=[C:4]([C:8]2[CH:9]=[C:10]([CH2:15][NH:16][C:17]3[C:18]([CH3:32])=[C:19]([CH:28]=[CH:29][C:30]=3[CH3:31])[O:20][CH2:21][C:22]([OH:24])=[O:23])[CH:11]=[C:12]([CH3:14])[CH:13]=2)[CH:5]=[CH:6][CH:7]=1. The catalyst class is: 1. Reactant: [F:1][C:2]1[CH:3]=[C:4]([C:8]2[CH:9]=[C:10]([CH2:15][NH:16][C:17]3[C:18]([CH3:32])=[C:19]([CH:28]=[CH:29][C:30]=3[CH3:31])[O:20][CH2:21][C:22]([O:24]C(C)C)=[O:23])[CH:11]=[C:12]([CH3:14])[CH:13]=2)[CH:5]=[CH:6][CH:7]=1.[Li+].[OH-]. (5) Reactant: [Br:1][C:2]1[CH:7]=[CH:6][C:5](I)=[CH:4][N:3]=1.Cl.[CH3:10][O:11][CH:12]1[CH2:15][NH:14][CH2:13]1.C1(P(C2C=CC=CC=2)C2C3OC4C(=CC=CC=4P(C4C=CC=CC=4)C4C=CC=CC=4)C(C)(C)C=3C=CC=2)C=CC=CC=1.CC(C)([O-])C.[Na+].N12CCCN=C1CCCCC2. Product: [Br:1][C:2]1[CH:7]=[CH:6][C:5]([N:14]2[CH2:15][CH:12]([O:11][CH3:10])[CH2:13]2)=[CH:4][N:3]=1. The catalyst class is: 720.